This data is from NCI-60 drug combinations with 297,098 pairs across 59 cell lines. The task is: Regression. Given two drug SMILES strings and cell line genomic features, predict the synergy score measuring deviation from expected non-interaction effect. (1) Drug 1: C1CC(=O)NC(=O)C1N2CC3=C(C2=O)C=CC=C3N. Drug 2: CCCCC(=O)OCC(=O)C1(CC(C2=C(C1)C(=C3C(=C2O)C(=O)C4=C(C3=O)C=CC=C4OC)O)OC5CC(C(C(O5)C)O)NC(=O)C(F)(F)F)O. Cell line: SNB-19. Synergy scores: CSS=5.60, Synergy_ZIP=3.37, Synergy_Bliss=-0.309, Synergy_Loewe=2.81, Synergy_HSA=2.18. (2) Drug 1: C1=C(C(=O)NC(=O)N1)F. Drug 2: C1C(C(OC1N2C=NC(=NC2=O)N)CO)O. Cell line: SW-620. Synergy scores: CSS=56.3, Synergy_ZIP=-3.18, Synergy_Bliss=-4.20, Synergy_Loewe=2.16, Synergy_HSA=3.60.